Dataset: Catalyst prediction with 721,799 reactions and 888 catalyst types from USPTO. Task: Predict which catalyst facilitates the given reaction. (1) Reactant: CN(C(ON1N=NC2C=CC=NC1=2)=[N+](C)C)C.F[P-](F)(F)(F)(F)F.C(N(CC)CC)C.[CH2:32]([C:40]1[C:41]([C:53]([F:56])([F:55])[F:54])=[C:42]2[C:46]3=[C:47]([CH2:49][NH:50][CH2:51][CH2:52][N:45]3[CH:44]=[CH:43]2)[CH:48]=1)[CH2:33][C:34]1[CH:39]=[CH:38][CH:37]=[CH:36][CH:35]=1.Cl.[C:58]([NH:65][CH2:66][C:67](O)=[O:68])([O:60][C:61]([CH3:64])([CH3:63])[CH3:62])=[O:59]. Product: [O:68]=[C:67]([CH:51]1[NH:50][CH2:49][C:47]2=[C:46]3[C:42](=[C:41]([C:53]([F:56])([F:55])[F:54])[C:40]([CH2:32][CH2:33][C:34]4[CH:35]=[CH:36][CH:37]=[CH:38][CH:39]=4)=[CH:48]2)[CH:43]=[CH:44][N:45]3[CH2:52]1)[CH2:66][NH:65][C:58](=[O:59])[O:60][C:61]([CH3:63])([CH3:62])[CH3:64]. The catalyst class is: 1. (2) Reactant: [Cl:1][C:2]1[CH:7]=[CH:6][C:5]([N:8]=[C:9]=[O:10])=[CH:4][N:3]=1.[F:11][C:12]([F:33])([F:32])[C@@H:13]([OH:31])[CH2:14][N:15]1[CH2:20][CH2:19][CH2:18][CH:17]([C:21]2[CH:26]=[CH:25][CH:24]=[C:23]([C:27]([F:30])([F:29])[F:28])[CH:22]=2)[CH2:16]1. Product: [F:33][C:12]([F:11])([F:32])[C@@H:13]([O:31][C:9](=[O:10])[NH:8][C:5]1[CH:4]=[N:3][C:2]([Cl:1])=[CH:7][CH:6]=1)[CH2:14][N:15]1[CH2:20][CH2:19][CH2:18][CH:17]([C:21]2[CH:26]=[CH:25][CH:24]=[C:23]([C:27]([F:28])([F:29])[F:30])[CH:22]=2)[CH2:16]1. The catalyst class is: 10.